From a dataset of NCI-60 drug combinations with 297,098 pairs across 59 cell lines. Regression. Given two drug SMILES strings and cell line genomic features, predict the synergy score measuring deviation from expected non-interaction effect. (1) Drug 1: CCC1(C2=C(COC1=O)C(=O)N3CC4=CC5=C(C=CC(=C5CN(C)C)O)N=C4C3=C2)O.Cl. Drug 2: CC12CCC3C(C1CCC2OP(=O)(O)O)CCC4=C3C=CC(=C4)OC(=O)N(CCCl)CCCl.[Na+]. Cell line: MDA-MB-231. Synergy scores: CSS=11.3, Synergy_ZIP=-5.16, Synergy_Bliss=-0.437, Synergy_Loewe=-10.9, Synergy_HSA=-1.66. (2) Drug 1: C1=NC2=C(N1)C(=S)N=C(N2)N. Drug 2: CC(C)(C#N)C1=CC(=CC(=C1)CN2C=NC=N2)C(C)(C)C#N. Cell line: OVCAR-8. Synergy scores: CSS=36.7, Synergy_ZIP=-0.503, Synergy_Bliss=0.468, Synergy_Loewe=-2.14, Synergy_HSA=0.588. (3) Drug 1: C1=CC(=CC=C1CC(C(=O)O)N)N(CCCl)CCCl.Cl. Drug 2: CC1=C(N=C(N=C1N)C(CC(=O)N)NCC(C(=O)N)N)C(=O)NC(C(C2=CN=CN2)OC3C(C(C(C(O3)CO)O)O)OC4C(C(C(C(O4)CO)O)OC(=O)N)O)C(=O)NC(C)C(C(C)C(=O)NC(C(C)O)C(=O)NCCC5=NC(=CS5)C6=NC(=CS6)C(=O)NCCC[S+](C)C)O. Cell line: K-562. Synergy scores: CSS=17.0, Synergy_ZIP=1.42, Synergy_Bliss=4.41, Synergy_Loewe=-2.12, Synergy_HSA=-2.34.